This data is from Forward reaction prediction with 1.9M reactions from USPTO patents (1976-2016). The task is: Predict the product of the given reaction. (1) Given the reactants C([O:9][CH2:10][CH2:11][N:12]1[C:20]2[C:19](Cl)=[N:18][CH:17]=[N:16][C:15]=2[CH:14]=[CH:13]1)(=O)C1C=CC=CC=1.[Cl:22][C:23]1[CH:24]=[C:25]([CH:27]=[CH:28][C:29]=1[O:30][C:31]1[C:36]2[C:37]([CH3:40])=[N:38][S:39][C:35]=2[CH:34]=[CH:33][CH:32]=1)[NH2:26].[OH-].[Na+].O.[C:44]1([CH3:54])[CH:49]=[CH:48][C:47]([S:50](O)(=[O:52])=[O:51])=[CH:46][CH:45]=1, predict the reaction product. The product is: [C:44]1([CH3:54])[CH:49]=[CH:48][C:47]([S:50]([O:9][CH2:10][CH2:11][N:12]2[C:20]3[C:19]([NH:26][C:25]4[CH:27]=[CH:28][C:29]([O:30][C:31]5[C:36]6[C:37]([CH3:40])=[N:38][S:39][C:35]=6[CH:34]=[CH:33][CH:32]=5)=[C:23]([Cl:22])[CH:24]=4)=[N:18][CH:17]=[N:16][C:15]=3[CH:14]=[CH:13]2)(=[O:52])=[O:51])=[CH:46][CH:45]=1. (2) Given the reactants [CH3:1][O:2][CH2:3][O:4][CH2:5][C:6]1[C:14]2[S:13](=[O:16])(=[O:15])[N:12]=[C:11]([CH2:17][C:18]([OH:20])=O)[NH:10][C:9]=2[S:8][CH:7]=1.C([O:23][C:24]([C@H:26]1[C@@H:31]([NH:32][CH2:33][C:34]2[CH:39]=[CH:38][C:37]([F:40])=[CH:36][CH:35]=2)[C@H:30]2[CH2:41][C@@H:27]1[CH2:28][CH2:29]2)=O)C.Cl.CN(C)CCCN=C=NCC.C(N(CC)CC)C, predict the reaction product. The product is: [F:40][C:37]1[CH:36]=[CH:35][C:34]([CH2:33][N:32]2[C:18](=[O:20])[C:17]([C:11]3[NH:10][C:9]4[S:8][CH:7]=[C:6]([CH2:5][O:4][CH2:3][O:2][CH3:1])[C:14]=4[S:13](=[O:15])(=[O:16])[N:12]=3)=[C:24]([OH:23])[C@H:26]3[C@@H:31]2[C@H:30]2[CH2:41][C@@H:27]3[CH2:28][CH2:29]2)=[CH:39][CH:38]=1.